This data is from Reaction yield outcomes from USPTO patents with 853,638 reactions. The task is: Predict the reaction yield, written as a fraction of the theoretical maximum amount of product (1.0 means a 100% yield; for example, 0.34 means a 34% yield). (1) The reactants are [NH2:1][C:2]1[C:3]([C:9]([O:11]C)=[O:10])=[N:4][C:5]([Br:8])=[CH:6][N:7]=1.[OH-].[Li+].Cl. The catalyst is CO.O. The product is [NH2:1][C:2]1[C:3]([C:9]([OH:11])=[O:10])=[N:4][C:5]([Br:8])=[CH:6][N:7]=1. The yield is 0.990. (2) The reactants are [NH2:1][C:2]1[CH:3]=[CH:4][C:5]([O:8][CH3:9])=[N:6][CH:7]=1.[C:10](OC)(=[O:13])[C:11]#[CH:12].CCOCC. The catalyst is CO.C1C=CC(C2C=CC=CC=2)=CC=1.C1C=CC(OC2C=CC=CC=2)=CC=1. The product is [CH3:9][O:8][C:5]1[N:6]=[C:7]2[C:2](=[CH:3][CH:4]=1)[NH:1][CH:12]=[CH:11][C:10]2=[O:13]. The yield is 0.700.